Dataset: Full USPTO retrosynthesis dataset with 1.9M reactions from patents (1976-2016). Task: Predict the reactants needed to synthesize the given product. (1) Given the product [CH:1]1([N:6]2[CH2:12][C:11]([F:13])([F:14])[C:10](=[O:15])[N:9]([CH3:16])[C:8]3[CH:17]=[N:18][C:19]([NH:21][C:22]4[CH:30]=[CH:29][C:25]([C:26]([NH:76][CH:77]5[CH2:82][CH2:81][N:80]([CH3:83])[CH2:79][CH2:78]5)=[O:28])=[CH:24][C:23]=4[CH2:31][CH3:32])=[N:20][C:7]2=3)[CH2:2][CH2:3][CH2:4][CH2:5]1, predict the reactants needed to synthesize it. The reactants are: [CH:1]1([N:6]2[CH2:12][C:11]([F:14])([F:13])[C:10](=[O:15])[N:9]([CH3:16])[C:8]3[CH:17]=[N:18][C:19]([NH:21][C:22]4[CH:30]=[CH:29][C:25]([C:26]([OH:28])=O)=[CH:24][C:23]=4[CH2:31][CH3:32])=[N:20][C:7]2=3)[CH2:5][CH2:4][CH2:3][CH2:2]1.ON1C2C=CC=CC=2N=N1.F[P-](F)(F)(F)(F)F.CN(C(N(C)C)=[N+]1C2C=CC=CC=2[N+]([O-])=N1)C.C(N(C(C)C)CC)(C)C.[NH2:76][CH:77]1[CH2:82][CH2:81][N:80]([CH3:83])[CH2:79][CH2:78]1. (2) The reactants are: [F:1][C:2]1[CH:3]=[C:4]([CH:9]([NH2:11])[CH3:10])[CH:5]=[C:6]([F:8])[CH:7]=1.[C:12](O[C:12]([O:14][C:15]([CH3:18])([CH3:17])[CH3:16])=[O:13])([O:14][C:15]([CH3:18])([CH3:17])[CH3:16])=[O:13]. Given the product [F:1][C:2]1[CH:3]=[C:4]([CH:9]([N:11]([C:12]([O:14][C:15]([CH3:18])([CH3:17])[CH3:16])=[O:13])[C:12]([O:14][C:15]([CH3:18])([CH3:17])[CH3:16])=[O:13])[CH3:10])[CH:5]=[C:6]([F:8])[CH:7]=1, predict the reactants needed to synthesize it. (3) The reactants are: [CH3:1][O:2][C:3]1[CH:8]=[CH:7][C:6]([CH2:9][NH2:10])=[CH:5][CH:4]=1.[OH-].[K+].[Cl:13][C:14]1[CH:19]=[C:18](Cl)[N:17]=[C:16]([CH3:21])[N:15]=1.C(OCC)(=O)C. Given the product [Cl:13][C:14]1[N:15]=[C:16]([CH3:21])[N:17]=[C:18]([NH:10][CH2:9][C:6]2[CH:7]=[CH:8][C:3]([O:2][CH3:1])=[CH:4][CH:5]=2)[CH:19]=1, predict the reactants needed to synthesize it. (4) The reactants are: S(Cl)(Cl)=O.[CH2:5]([O:12][C:13]1[CH:26]=[CH:25][C:16]([C:17]([NH:19][C:20]([CH3:24])([CH3:23])[CH2:21][OH:22])=O)=[CH:15][CH:14]=1)[C:6]1[CH:11]=[CH:10][CH:9]=[CH:8][CH:7]=1. Given the product [CH2:5]([O:12][C:13]1[CH:26]=[CH:25][C:16]([C:17]2[O:22][CH2:21][C:20]([CH3:24])([CH3:23])[N:19]=2)=[CH:15][CH:14]=1)[C:6]1[CH:11]=[CH:10][CH:9]=[CH:8][CH:7]=1, predict the reactants needed to synthesize it. (5) Given the product [CH3:1][N:2]1[CH2:6][CH2:5][CH2:4][CH:3]1[CH2:7][CH2:8][O:9][S:18]([CH3:17])(=[O:20])=[O:19], predict the reactants needed to synthesize it. The reactants are: [CH3:1][N:2]1[CH2:6][CH2:5][CH2:4][CH:3]1[CH2:7][CH2:8][OH:9].C(N(CC)CC)C.[CH3:17][S:18](Cl)(=[O:20])=[O:19]. (6) The reactants are: [C:1]([C:3]1[O:4][C:5]2[CH:16]=[C:15]([S:17]([CH3:20])(=[O:19])=[O:18])[CH:14]=[CH:13][C:6]=2[C:7]=1OS(C)(=O)=O)#[N:2].[CH3:21][O:22][C:23]1[CH:28]=[CH:27][C:26]([SH:29])=[CH:25][CH:24]=1.[H-].[Na+]. Given the product [CH3:20][S:17]([C:15]1[CH:14]=[CH:13][C:6]2[C:7]([S:29][C:26]3[CH:27]=[CH:28][C:23]([O:22][CH3:21])=[CH:24][CH:25]=3)=[C:3]([C:1]#[N:2])[O:4][C:5]=2[CH:16]=1)(=[O:18])=[O:19], predict the reactants needed to synthesize it. (7) The reactants are: [C:1]([NH:4][C:5]1[CH:10]=[CH:9][CH:8]=[CH:7][C:6]=1[OH:11])(=[O:3])[CH3:2].C(=O)([O-])[O-].[Cs+].[Cs+].CC1C=CC(S(O[CH2:29][C@@:30]2([CH3:33])[CH2:32][O:31]2)(=O)=O)=CC=1. Given the product [CH3:29][C@:30]1([CH2:33][O:11][C:6]2[CH:7]=[CH:8][CH:9]=[CH:10][C:5]=2[NH:4][C:1](=[O:3])[CH3:2])[CH2:32][O:31]1, predict the reactants needed to synthesize it. (8) Given the product [NH2:10][CH:9]([CH2:14][C:15]1[CH:16]=[CH:17][C:18]([F:21])=[CH:19][CH:20]=1)[CH:8]([C:5]1[CH:4]=[CH:3][C:2]([F:1])=[CH:7][CH:6]=1)[OH:12], predict the reactants needed to synthesize it. The reactants are: [F:1][C:2]1[CH:7]=[CH:6][C:5]([CH:8]2[O:12]C(=O)[NH:10][CH:9]2[CH2:14][C:15]2[CH:20]=[CH:19][C:18]([F:21])=[CH:17][CH:16]=2)=[CH:4][CH:3]=1.[OH-].[Na+]. (9) Given the product [ClH:27].[NH:8]1[CH2:9][CH2:10][CH:11]([C:14]2[C:15]3[S:26][CH:25]=[CH:24][C:16]=3[N:17]([CH2:19][C:20]([F:23])([F:22])[F:21])[N:18]=2)[CH2:12][CH2:13]1, predict the reactants needed to synthesize it. The reactants are: C(OC([N:8]1[CH2:13][CH2:12][CH:11]([C:14]2[C:15]3[S:26][CH:25]=[CH:24][C:16]=3[N:17]([CH2:19][C:20]([F:23])([F:22])[F:21])[N:18]=2)[CH2:10][CH2:9]1)=O)(C)(C)C.[ClH:27].